From a dataset of Full USPTO retrosynthesis dataset with 1.9M reactions from patents (1976-2016). Predict the reactants needed to synthesize the given product. (1) Given the product [Br:1][C:2]1[CH:7]=[CH:6][C:5]([C:8]2[CH:9]=[N:24][O:18][C:17]=2[C:16]2[C:11]([OH:10])=[C:12]([C:13]([OH:20])=[C:14]([Cl:19])[CH:15]=2)[CH:21]=[O:22])=[CH:4][CH:3]=1, predict the reactants needed to synthesize it. The reactants are: [Br:1][C:2]1[CH:7]=[CH:6][C:5]([C:8]2[C:17](=[O:18])[C:16]3[C:11](=[C:12]([CH:21]=[O:22])[C:13]([OH:20])=[C:14]([Cl:19])[CH:15]=3)[O:10][CH:9]=2)=[CH:4][CH:3]=1.Cl.[NH2:24]O. (2) The reactants are: [NH:1]1[C:9]2[C:4](=[C:5]([C:10]3[N:11]=[C:12]([N:22]4[CH2:27][CH2:26][O:25][CH2:24][CH2:23]4)[C:13]4[S:18][C:17]([C:19]([OH:21])=O)=[CH:16][C:14]=4[N:15]=3)[CH:6]=[CH:7][CH:8]=2)[CH:3]=[N:2]1.[CH3:28][CH:29]([CH3:32])[CH2:30][NH2:31]. Given the product [NH:1]1[C:9]2[C:4](=[C:5]([C:10]3[N:11]=[C:12]([N:22]4[CH2:27][CH2:26][O:25][CH2:24][CH2:23]4)[C:13]4[S:18][C:17]([C:19]([NH:31][CH2:30][CH:29]([CH3:32])[CH3:28])=[O:21])=[CH:16][C:14]=4[N:15]=3)[CH:6]=[CH:7][CH:8]=2)[CH:3]=[N:2]1, predict the reactants needed to synthesize it. (3) Given the product [CH3:1][O:2][C:3]1[C:11]([CH3:12])=[C:10]2[C:6]([C:7](=[O:13])[O:8][CH2:9]2)=[C:5]([O:14][CH2:15][CH2:16][Si:17]([CH3:18])([CH3:20])[CH3:19])[C:4]=1[CH2:21][CH:47]=[C:31]([CH3:34])[CH:32]=[O:33], predict the reactants needed to synthesize it. The reactants are: [CH3:1][O:2][C:3]1[C:11]([CH3:12])=[C:10]2[C:6]([C:7](=[O:13])[O:8][CH2:9]2)=[C:5]([O:14][CH2:15][CH2:16][Si:17]([CH3:20])([CH3:19])[CH3:18])[C:4]=1[CH2:21]C=O.C1(P(C2C=CC=CC=2)(C2C=CC=CC=2)=[C:31]([CH3:34])[CH:32]=[O:33])C=CC=CC=1.[C:47]1(C)C=CC=CC=1.